From a dataset of Reaction yield outcomes from USPTO patents with 853,638 reactions. Predict the reaction yield, written as a fraction of the theoretical maximum amount of product (1.0 means a 100% yield; for example, 0.34 means a 34% yield). (1) The reactants are [CH:1]1([O:6][C:7]2[CH:8]=[C:9]([C@H:15]3[CH2:20][NH:19][C:18](=[O:21])[C@@H:17]([CH2:22][C:23]4[CH:30]=[CH:29][CH:28]=[CH:27][C:24]=4[C:25]#[N:26])[CH2:16]3)[CH:10]=[CH:11][C:12]=2[O:13][CH3:14])[CH2:5][CH2:4][CH2:3][CH2:2]1.O[Li].O.O1CCOCC1.[H][H]. The catalyst is O.[Pd].[Ni]. The product is [NH2:26][CH2:25][C:24]1[CH:27]=[CH:28][CH:29]=[CH:30][C:23]=1[CH2:22][C@H:17]1[CH2:16][C@@H:15]([C:9]2[CH:10]=[CH:11][C:12]([O:13][CH3:14])=[C:7]([O:6][CH:1]3[CH2:5][CH2:4][CH2:3][CH2:2]3)[CH:8]=2)[CH2:20][NH:19][C:18]1=[O:21]. The yield is 0.700. (2) The reactants are Cl[C:2]1[C:11]2[C:6](=[N:7][CH:8]=[C:9]([Cl:12])[CH:10]=2)[NH:5][C:4](=[O:13])[C:3]=1[C:14]#[N:15].[N:16]1([C:22]([C:24]2[S:25][CH:26]=[CH:27][CH:28]=2)=[O:23])[CH2:21][CH2:20][NH:19][CH2:18][CH2:17]1. No catalyst specified. The product is [Cl:12][C:9]1[CH:10]=[C:11]2[C:6](=[N:7][CH:8]=1)[NH:5][C:4](=[O:13])[C:3]([C:14]#[N:15])=[C:2]2[N:19]1[CH2:20][CH2:21][N:16]([C:22]([C:24]2[S:25][CH:26]=[CH:27][CH:28]=2)=[O:23])[CH2:17][CH2:18]1. The yield is 0.740. (3) The reactants are C(OC(=O)[N:7]([C:17]1[S:21][N:20]=[C:19]([C:22]2[CH:27]=[CH:26][C:25]([F:28])=[C:24]([F:29])[CH:23]=2)[N:18]=1)CC1C=CC(OC)=CC=1)(C)(C)C. The catalyst is C(O)(C(F)(F)F)=O. The product is [F:29][C:24]1[CH:23]=[C:22]([C:19]2[N:18]=[C:17]([NH2:7])[S:21][N:20]=2)[CH:27]=[CH:26][C:25]=1[F:28]. The yield is 0.540. (4) The reactants are [CH:1]1([C:4]2[O:5][CH2:6][CH:7]([C:9]([O:11][CH3:12])=[O:10])[N:8]=2)[CH2:3][CH2:2]1.C1C(C(OOC(C)(C)C)=O)=CC=CC=1. The catalyst is C1(C)C=CC=CC=1. The product is [CH:1]1([C:4]2[O:5][CH:6]=[C:7]([C:9]([O:11][CH3:12])=[O:10])[N:8]=2)[CH2:2][CH2:3]1. The yield is 0.690. (5) The reactants are [O:1]=[C:2]1[C:10]2[CH:9]=[C:8]([C:11]([OH:13])=[O:12])[S:7][C:6]=2[CH2:5][CH2:4][CH2:3]1.C1CCCCC1.ClC(Cl)(Cl)C(=N)O[C:24]([CH3:27])([CH3:26])[CH3:25]. The catalyst is B(F)(F)F.CCOCC.ClCCl. The product is [C:24]([O:12][C:11]([C:8]1[S:7][C:6]2[CH2:5][CH2:4][CH2:3][C:2](=[O:1])[C:10]=2[CH:9]=1)=[O:13])([CH3:27])([CH3:26])[CH3:25]. The yield is 0.890. (6) The reactants are [N+:1]([C:4]1[CH:9]=[CH:8][C:7]([CH2:10][CH:11]([NH:13][CH2:14][C:15]2[CH:20]=[CH:19][CH:18]=[CH:17][CH:16]=2)[CH3:12])=[CH:6][CH:5]=1)([O-:3])=[O:2].C(O)(=O)[C@@H](C1C=CC=CC=1)O. No catalyst specified. The product is [N+:1]([C:4]1[CH:5]=[CH:6][C:7]([CH2:10][C@@H:11]([NH:13][CH2:14][C:15]2[CH:16]=[CH:17][CH:18]=[CH:19][CH:20]=2)[CH3:12])=[CH:8][CH:9]=1)([O-:3])=[O:2]. The yield is 0.650.